Dataset: Retrosynthesis with 50K atom-mapped reactions and 10 reaction types from USPTO. Task: Predict the reactants needed to synthesize the given product. (1) Given the product CC(C)(C)OC(=O)N1CCc2c(sc3ncc(C#N)c(Nc4ccc5c(cnn5Cc5cccc(F)c5)c4)c23)C1, predict the reactants needed to synthesize it. The reactants are: CC(C)(C)OC(=O)N1CCc2c(sc3ncc(C#N)c(Cl)c23)C1.Nc1ccc2c(cnn2Cc2cccc(F)c2)c1. (2) Given the product Cc1cc(CC(N)c2cccc(Br)n2)cc2cn(COCC[Si](C)(C)C)nc12, predict the reactants needed to synthesize it. The reactants are: Cc1cc(CC(c2cccc(Br)n2)N2C(=O)c3ccccc3C2=O)cc2cn(COCC[Si](C)(C)C)nc12. (3) Given the product CN(C)C(=O)c1cc2cc(Br)ccc2[nH]1, predict the reactants needed to synthesize it. The reactants are: CNC.O=C(O)c1cc2cc(Br)ccc2[nH]1. (4) Given the product O=C1C(Cc2c(Cl)cccc2Cl)C(COc2ccccc2)CN1C1CCCCC1, predict the reactants needed to synthesize it. The reactants are: O=C1C(Cc2c(Cl)cccc2Cl)C(CO)CN1C1CCCCC1.Oc1ccccc1. (5) Given the product COc1ccc(N)cc1NCC(N)=O, predict the reactants needed to synthesize it. The reactants are: COc1ccc([N+](=O)[O-])cc1NCC(N)=O. (6) Given the product O=C(O)/C=C/c1ccc2c(c1)C(=O)CC1(CCN(Cc3c[nH]c4cc(F)ccc34)CC1)O2, predict the reactants needed to synthesize it. The reactants are: COC(=O)/C=C/c1ccc2c(c1)C(=O)CC1(CCN(Cc3c[nH]c4cc(F)ccc34)CC1)O2.